Predict the product of the given reaction. From a dataset of Forward reaction prediction with 1.9M reactions from USPTO patents (1976-2016). (1) Given the reactants [CH2:1]([OH:8])[C:2]1[CH:7]=[CH:6][CH:5]=[CH:4][CH:3]=1.[N+](=[CH:11][C:12]([O:14][CH2:15][CH3:16])=[O:13])=[N-], predict the reaction product. The product is: [CH2:15]([O:14][C:12](=[O:13])[CH2:11][O:8][CH2:1][C:2]1[CH:7]=[CH:6][CH:5]=[CH:4][CH:3]=1)[CH3:16]. (2) Given the reactants Cl.[C:2]([O:6][C:7](=[O:11])[CH2:8][CH2:9][NH2:10])([CH3:5])([CH3:4])[CH3:3].[CH2:12]([C:14]1[CH:19]=[C:18]([C:20]2[N:24]=[C:23]([C:25]3[CH:30]=[C:29]([CH3:31])[C:28]([CH2:32][CH:33]([CH3:35])[CH3:34])=[CH:27][N:26]=3)[O:22][N:21]=2)[CH:17]=[C:16]([CH3:36])[C:15]=1[CH2:37][CH2:38][C:39](O)=[O:40])[CH3:13], predict the reaction product. The product is: [C:2]([O:6][C:7](=[O:11])[CH2:8][CH2:9][NH:10][C:39](=[O:40])[CH2:38][CH2:37][C:15]1[C:16]([CH3:36])=[CH:17][C:18]([C:20]2[N:24]=[C:23]([C:25]3[CH:30]=[C:29]([CH3:31])[C:28]([CH2:32][CH:33]([CH3:34])[CH3:35])=[CH:27][N:26]=3)[O:22][N:21]=2)=[CH:19][C:14]=1[CH2:12][CH3:13])([CH3:5])([CH3:4])[CH3:3]. (3) Given the reactants [C:1]([O:9][CH2:10][CH2:11][C:12]1[CH:17]=[CH:16][C:15]([CH:18]([C:20]2[CH:25]=[CH:24][N:23]=[CH:22][C:21]=2[O:26]COC)O)=[CH:14][CH:13]=1)(=[O:8])[C:2]1[CH:7]=[CH:6][CH:5]=[CH:4][CH:3]=1.Cl, predict the reaction product. The product is: [C:1]([O:9][CH2:10][CH2:11][C:12]1[CH:13]=[CH:14][C:15]([CH2:18][C:20]2[CH:25]=[CH:24][N:23]=[CH:22][C:21]=2[OH:26])=[CH:16][CH:17]=1)(=[O:8])[C:2]1[CH:3]=[CH:4][CH:5]=[CH:6][CH:7]=1. (4) Given the reactants [CH3:1][S:2]([NH:5][C:6]1[CH:11]=[CH:10][CH:9]=[C:8]([C:12]2[C:20]3[C:15](=[CH:16][CH:17]=[C:18]([C:21]4[N:25]=[CH:24][N:23](C(C5C=CC=CC=5)(C5C=CC=CC=5)C5C=CC=CC=5)[N:22]=4)[CH:19]=3)[N:14](C3CCCCO3)[N:13]=2)[CH:7]=1)(=[O:4])=[O:3], predict the reaction product. The product is: [NH:23]1[CH:24]=[N:25][C:21]([C:18]2[CH:19]=[C:20]3[C:15](=[CH:16][CH:17]=2)[NH:14][N:13]=[C:12]3[C:8]2[CH:7]=[C:6]([NH:5][S:2]([CH3:1])(=[O:3])=[O:4])[CH:11]=[CH:10][CH:9]=2)=[N:22]1. (5) Given the reactants [CH3:1][N:2]([CH3:10])[C:3](=O)[CH:4]([CH2:7][Br:8])[CH2:5][Br:6].CC(C[AlH]CC(C)C)C, predict the reaction product. The product is: [Br:6][CH2:5][CH:4]([CH2:7][Br:8])[CH2:3][N:2]([CH3:10])[CH3:1]. (6) Given the reactants COC[O:4][C@@H:5]1[CH2:18][C@@H:17]2[C@H:8]([C@H:9]3[C@H:14]([CH2:15][CH2:16]2)[CH2:13][C@:12]2([CH3:24])[C@@H:19]([C:22]#[N:23])[CH2:20][CH2:21][C@H:11]2[CH2:10]3)[CH2:7][CH2:6]1.Cl, predict the reaction product. The product is: [OH:4][C@@H:5]1[CH2:18][C@@H:17]2[C@H:8]([C@H:9]3[C@H:14]([CH2:15][CH2:16]2)[CH2:13][C@:12]2([CH3:24])[C@@H:19]([C:22]#[N:23])[CH2:20][CH2:21][C@H:11]2[CH2:10]3)[CH2:7][CH2:6]1. (7) The product is: [CH2:1]([C:5]([CH3:36])([CH2:11][C:12]1[CH:17]=[CH:16][C:15]([O:18][CH2:19][CH2:20][NH:21][C:22](=[O:35])[C:23]2[CH:24]=[CH:25][C:26]([C:29]3[CH:34]=[CH:33][CH:32]=[CH:31][N:30]=3)=[CH:27][CH:28]=2)=[CH:14][CH:13]=1)[C:6]([OH:8])=[O:7])[CH2:2][CH2:3][CH3:4]. Given the reactants [CH2:1]([C:5]([CH3:36])([CH2:11][C:12]1[CH:17]=[CH:16][C:15]([O:18][CH2:19][CH2:20][NH:21][C:22](=[O:35])[C:23]2[CH:28]=[CH:27][C:26]([C:29]3[CH:34]=[CH:33][CH:32]=[CH:31][N:30]=3)=[CH:25][CH:24]=2)=[CH:14][CH:13]=1)[C:6]([O:8]CC)=[O:7])[CH2:2][CH2:3][CH3:4].[OH-].[Na+].[OH-].[K+], predict the reaction product.